The task is: Predict the product of the given reaction.. This data is from Forward reaction prediction with 1.9M reactions from USPTO patents (1976-2016). (1) Given the reactants [CH3:1][O:2][CH:3]([O:17][CH3:18])[CH2:4][NH:5][C:6]1[C:11]([N+:12]([O-])=O)=[CH:10][CH:9]=[C:8]([O:15][CH3:16])[N:7]=1, predict the reaction product. The product is: [CH3:18][O:17][CH:3]([O:2][CH3:1])[CH2:4][NH:5][C:6]1[C:11]([NH2:12])=[CH:10][CH:9]=[C:8]([O:15][CH3:16])[N:7]=1. (2) Given the reactants [CH3:1][O:2][C:3]1[C:8]([C:9]2[NH:10][C:11]3[C:16]([CH:17]=2)=[CH:15][C:14]([C:18]([OH:20])=O)=[CH:13][CH:12]=3)=[CH:7][CH:6]=[CH:5][N:4]=1.CN(C(ON1N=NC2C=CC=CC1=2)=[N+](C)C)C.F[P-](F)(F)(F)(F)F.C(N(CC)C(C)C)(C)C.[O:54]1[CH2:59][CH2:58][N:57]([CH2:60][CH2:61][CH2:62][NH2:63])[CH2:56][CH2:55]1, predict the reaction product. The product is: [CH3:1][O:2][C:3]1[C:8]([C:9]2[NH:10][C:11]3[C:16]([CH:17]=2)=[CH:15][C:14]([C:18]([NH:63][CH2:62][CH2:61][CH2:60][N:57]2[CH2:58][CH2:59][O:54][CH2:55][CH2:56]2)=[O:20])=[CH:13][CH:12]=3)=[CH:7][CH:6]=[CH:5][N:4]=1. (3) Given the reactants [CH3:1][C:2]1[CH:7]=[C:6]([C:8](=[O:33])[CH2:9][C@@H:10]([C:18]2[CH:23]=[CH:22][C:21]([C:24]3[CH:29]=[CH:28][C:27]([C:30](O)=[O:31])=[CH:26][CH:25]=3)=[CH:20][CH:19]=2)[C:11]2[CH:16]=[CH:15][CH:14]=[CH:13][C:12]=2[CH3:17])[CH:5]=[CH:4][N:3]=1.[C:34]1([C@H:40]([NH2:42])[CH3:41])[CH:39]=[CH:38][CH:37]=[CH:36][CH:35]=1, predict the reaction product. The product is: [C:34]1([C@H:40]([NH:42][C:30]([C:27]2[CH:26]=[CH:25][C:24]([C:21]3[CH:20]=[CH:19][C:18]([C@@H:10]([C:11]4[CH:16]=[CH:15][CH:14]=[CH:13][C:12]=4[CH3:17])[CH2:9][C:8]([C:6]4[CH:5]=[CH:4][N:3]=[C:2]([CH3:1])[CH:7]=4)=[O:33])=[CH:23][CH:22]=3)=[CH:29][CH:28]=2)=[O:31])[CH3:41])[CH:39]=[CH:38][CH:37]=[CH:36][CH:35]=1. (4) Given the reactants [C@H:1]12[CH2:24][C@H:4]([N:5]([C:7]3[N:12]=[C:11](S(C)(=O)=O)[N:10]=[C:9]([C:17]4[CH:18]=[N:19][C:20]([NH2:23])=[N:21][CH:22]=4)[CH:8]=3)[CH2:6]1)[CH2:3][O:2]2.C(=O)([O-])[O-].[K+].[K+].Cl.[CH:32]12[CH2:37][CH:35]([CH2:36]1)[CH2:34][NH:33]2, predict the reaction product. The product is: [CH:32]12[CH2:37][CH:35]([CH2:36]1)[CH2:34][N:33]2[C:11]1[N:10]=[C:9]([C:17]2[CH:18]=[N:19][C:20]([NH2:23])=[N:21][CH:22]=2)[CH:8]=[C:7]([N:5]2[CH2:6][C@@H:1]3[CH2:24][C@H:4]2[CH2:3][O:2]3)[N:12]=1. (5) Given the reactants Br.[Br:2][C:3]1[CH:10]=[CH:9][C:6]([CH:7]=[O:8])=[C:5]([O:11]C)[C:4]=1[F:13], predict the reaction product. The product is: [Br:2][C:3]1[CH:10]=[CH:9][C:6]([CH:7]=[O:8])=[C:5]([OH:11])[C:4]=1[F:13]. (6) Given the reactants CN(C=O)C.[CH2:6]([Cl:8])Cl.P(Cl)(Cl)(Cl)=O.[CH3:14][O:15][C:16]1[CH:24]=[C:23]2[C:19]([CH2:20][C:21](=[O:31])[N:22]2[C:25]2[CH:30]=[CH:29][CH:28]=[CH:27][CH:26]=2)=[CH:18][CH:17]=1, predict the reaction product. The product is: [Cl:8][C:6]1[N:22]([C:25]2[CH:30]=[CH:29][CH:28]=[CH:27][CH:26]=2)[C:23]2[C:19]([C:20]=1[CH:21]=[O:31])=[CH:18][CH:17]=[C:16]([O:15][CH3:14])[CH:24]=2. (7) Given the reactants [Br:1][C:2]1[S:6][C:5]([S:7](Cl)(=[O:9])=[O:8])=[CH:4][CH:3]=1.C(N(CC)CC)C.[F:18][C:19]1[CH:27]=[CH:26][C:22]([CH2:23][CH2:24][NH2:25])=[CH:21][CH:20]=1, predict the reaction product. The product is: [F:18][C:19]1[CH:27]=[CH:26][C:22]([CH2:23][CH2:24][NH:25][S:7]([C:5]2[S:6][C:2]([Br:1])=[CH:3][CH:4]=2)(=[O:9])=[O:8])=[CH:21][CH:20]=1. (8) Given the reactants C(O)(=[O:3])C.[C:5]([C:9]1[CH:14]=[C:13]([CH3:15])[C:12]([S:16](F)(F)[F:17])=[C:11]([CH3:20])[CH:10]=1)([CH3:8])([CH3:7])[CH3:6], predict the reaction product. The product is: [C:5]([C:9]1[CH:14]=[C:13]([CH3:15])[C:12]([S:16]([F:17])=[O:3])=[C:11]([CH3:20])[CH:10]=1)([CH3:8])([CH3:7])[CH3:6]. (9) The product is: [CH3:13][C:10]1[CH:9]=[C:8]([C:5]2[N:4]=[N:3][C:2]([NH:14][NH2:15])=[CH:7][CH:6]=2)[S:12][N:11]=1. Given the reactants Cl[C:2]1[N:3]=[N:4][C:5]([C:8]2[S:12][N:11]=[C:10]([CH3:13])[CH:9]=2)=[CH:6][CH:7]=1.[NH2:14][NH2:15], predict the reaction product.